This data is from Reaction yield outcomes from USPTO patents with 853,638 reactions. The task is: Predict the reaction yield, written as a fraction of the theoretical maximum amount of product (1.0 means a 100% yield; for example, 0.34 means a 34% yield). (1) The reactants are Cl[CH2:2][C:3]1[N:4]=[C:5]([C:9]2[O:10][CH:11]=[CH:12][CH:13]=2)[O:6][C:7]=1[CH3:8].[CH2:14]([O:16][C:17]1[CH:18]=[C:19]([CH:22]=[CH:23][C:24]=1[OH:25])[CH:20]=[O:21])[CH3:15].C(=O)([O-])[O-].[K+].[K+].CN(C)C=O. The catalyst is O. The product is [CH2:14]([O:16][C:17]1[CH:18]=[C:19]([CH:22]=[CH:23][C:24]=1[O:25][CH2:2][C:3]1[N:4]=[C:5]([C:9]2[O:10][CH:11]=[CH:12][CH:13]=2)[O:6][C:7]=1[CH3:8])[CH:20]=[O:21])[CH3:15]. The yield is 0.690. (2) The reactants are [F:1][C:2]1[C:3]([NH2:8])=[N:4][CH:5]=[CH:6][CH:7]=1.C1C(=O)N([Br:16])C(=O)C1.C([O-])(O)=O.[Na+]. The catalyst is C(#N)C. The product is [Br:16][C:6]1[CH:7]=[C:2]([F:1])[C:3]([NH2:8])=[N:4][CH:5]=1. The yield is 0.600. (3) The reactants are [Cr](O[Cr]([O-])(=O)=O)([O-])(=O)=O.[NH+]1C=CC=CC=1.[NH+]1C=CC=CC=1.[C:22]([O:26][C:27]([NH:29][C@@:30]([CH2:42][CH3:43])([CH2:33][O:34][C:35](=[O:41])[CH2:36][CH2:37][CH2:38][CH2:39][CH3:40])[CH2:31][OH:32])=[O:28])([CH3:25])([CH3:24])[CH3:23].CCOCC. The catalyst is C(Cl)Cl. The product is [C:22]([O:26][C:27]([NH:29][C@:30]([CH2:42][CH3:43])([CH2:33][O:34][C:35](=[O:41])[CH2:36][CH2:37][CH2:38][CH2:39][CH3:40])[CH2:31][OH:32])=[O:28])([CH3:24])([CH3:25])[CH3:23]. The yield is 0.690.